Dataset: Catalyst prediction with 721,799 reactions and 888 catalyst types from USPTO. Task: Predict which catalyst facilitates the given reaction. (1) Reactant: [Cl:1][C:2]1[CH:3]=[CH:4][C:5]([O:25][CH:26]([F:28])[F:27])=[C:6]([C:8]2[C:12]([NH:13][C:14]([C:16]3[CH:17]=[N:18][N:19]4[CH:24]=[CH:23][CH:22]=[N:21][C:20]=34)=[O:15])=[CH:11][NH:10][N:9]=2)[CH:7]=1.[C:29]([O:33][C:34]([N:36]1[CH2:41][CH2:40][CH:39](OS(C2C=CC(C)=CC=2)(=O)=O)[CH2:38][CH2:37]1)=[O:35])([CH3:32])([CH3:31])[CH3:30].C(=O)([O-])[O-].[Cs+].[Cs+]. Product: [C:29]([O:33][C:34]([N:36]1[CH2:41][CH2:40][CH:39]([N:10]2[CH:11]=[C:12]([NH:13][C:14]([C:16]3[CH:17]=[N:18][N:19]4[CH:24]=[CH:23][CH:22]=[N:21][C:20]=34)=[O:15])[C:8]([C:6]3[CH:7]=[C:2]([Cl:1])[CH:3]=[CH:4][C:5]=3[O:25][CH:26]([F:28])[F:27])=[N:9]2)[CH2:38][CH2:37]1)=[O:35])([CH3:32])([CH3:30])[CH3:31]. The catalyst class is: 18. (2) Reactant: [NH2:1][CH:2]1[N:7]([CH2:8][C:9]2[CH:14]=[CH:13][CH:12]=[CH:11][CH:10]=2)[C:6](=[O:15])[NH:5][C:4](=[O:16])[CH:3]1[NH:17][CH2:18][C@H:19]1[CH2:24][CH2:23][C@H:22]([CH3:25])[CH2:21][CH2:20]1.[CH:26]([C:29]1[CH:34]=[CH:33][N:32]=[C:31]([CH:35]=O)[CH:30]=1)([CH3:28])[CH3:27].CC(O)=O.O. The catalyst class is: 3. Product: [CH2:8]([N:7]1[C:2]2[N:1]=[C:35]([C:31]3[CH:30]=[C:29]([CH:26]([CH3:28])[CH3:27])[CH:34]=[CH:33][N:32]=3)[N:17]([CH2:18][C@H:19]3[CH2:24][CH2:23][C@H:22]([CH3:25])[CH2:21][CH2:20]3)[C:3]=2[C:4](=[O:16])[NH:5][C:6]1=[O:15])[C:9]1[CH:14]=[CH:13][CH:12]=[CH:11][CH:10]=1. (3) Reactant: Cl[C:2]1[N:11]=[C:10]([N:12]2[CH2:17][CH2:16][O:15][CH2:14][CH2:13]2)[C:9]2[C:4](=[CH:5][CH:6]=[C:7]([Cl:18])[CH:8]=2)[N:3]=1.[C:19]([O:23][C:24]([N:26]1[CH2:31][CH2:30][CH:29]([NH2:32])[CH2:28][CH2:27]1)=[O:25])([CH3:22])([CH3:21])[CH3:20].C(N(CC)CC)C. Product: [C:19]([O:23][C:24]([N:26]1[CH2:31][CH2:30][CH:29]([NH:32][C:2]2[N:11]=[C:10]([N:12]3[CH2:17][CH2:16][O:15][CH2:14][CH2:13]3)[C:9]3[C:4](=[CH:5][CH:6]=[C:7]([Cl:18])[CH:8]=3)[N:3]=2)[CH2:28][CH2:27]1)=[O:25])([CH3:22])([CH3:20])[CH3:21]. The catalyst class is: 37. (4) Reactant: [F:1][C:2]1[C:3]([CH2:13][OH:14])=[C:4]([OH:12])[CH:5]=[C:6]([S:8]([CH3:11])(=[O:10])=[O:9])[CH:7]=1.[Br:15][CH2:16][CH:17](OC)OC.OS(O)(=O)=O.O. Product: [Br:15][CH2:16][CH:17]1[O:12][C:4]2[CH:5]=[C:6]([S:8]([CH3:11])(=[O:10])=[O:9])[CH:7]=[C:2]([F:1])[C:3]=2[CH2:13][O:14]1. The catalyst class is: 1.